This data is from Forward reaction prediction with 1.9M reactions from USPTO patents (1976-2016). The task is: Predict the product of the given reaction. (1) The product is: [Cl:25][C:26]1[CH:31]=[CH:30][CH:29]=[CH:28][C:27]=1[N:32]1[C:33](=[O:40])[CH2:34][N:35]([CH2:11][C@H:9]([NH:10][S:12]([C:15]2[CH:20]=[CH:19][CH:18]=[CH:17][C:16]=2[N+:21]([O-:23])=[O:22])(=[O:14])=[O:13])[C@@H:7]2[CH2:8][C@@H:4]([CH:1]([CH3:3])[CH3:2])[C:5](=[O:24])[O:6]2)[C:36]([CH3:39])([CH3:38])[CH2:37]1. Given the reactants [CH:1]([C@@H:4]1[CH2:8][C@@H:7]([CH:9]2[CH2:11][N@@:10]2[S:12]([C:15]2[CH:20]=[CH:19][CH:18]=[CH:17][C:16]=2[N+:21]([O-:23])=[O:22])(=[O:14])=[O:13])[O:6][C:5]1=[O:24])([CH3:3])[CH3:2].[Cl:25][C:26]1[CH:31]=[CH:30][CH:29]=[CH:28][C:27]=1[N:32]1[CH2:37][C:36]([CH3:39])([CH3:38])[NH:35][CH2:34][C:33]1=[O:40], predict the reaction product. (2) Given the reactants [CH:1]1([NH:7][C:8]2[CH:13]=[C:12]([C:14]3[N:15]=[C:16]([N:24]4[CH2:29][CH2:28][NH:27][CH2:26][CH2:25]4)[C:17]4[C:22]([CH:23]=3)=[CH:21][N:20]=[CH:19][CH:18]=4)[CH:11]=[CH:10][N:9]=2)[CH2:6][CH2:5][CH2:4][CH2:3][CH2:2]1.[CH3:30][CH:31]([CH3:34])[CH:32]=O, predict the reaction product. The product is: [CH:1]1([NH:7][C:8]2[CH:13]=[C:12]([C:14]3[N:15]=[C:16]([N:24]4[CH2:29][CH2:28][N:27]([CH2:30][CH:31]([CH3:34])[CH3:32])[CH2:26][CH2:25]4)[C:17]4[C:22]([CH:23]=3)=[CH:21][N:20]=[CH:19][CH:18]=4)[CH:11]=[CH:10][N:9]=2)[CH2:6][CH2:5][CH2:4][CH2:3][CH2:2]1. (3) Given the reactants [NH2:1][C:2]1[CH:6]=[C:5]([C:7]2[CH:12]=[CH:11][N:10]=[CH:9][CH:8]=2)[S:4][C:3]=1[C:13]([OH:15])=O.[Cl-].[NH4+].C([N:20](CC)CC)C.ON1C2C=CC=CC=2N=N1.Cl.C(N=C=NCCCN(C)C)C.C(=O)([O-])O.[Na+], predict the reaction product. The product is: [NH2:1][C:2]1[CH:6]=[C:5]([C:7]2[CH:12]=[CH:11][N:10]=[CH:9][CH:8]=2)[S:4][C:3]=1[C:13]([NH2:20])=[O:15]. (4) Given the reactants [CH3:1][O:2][C:3]1[CH:8]=[C:7]([CH3:9])[N:6]=[C:5]([C:10]2[CH:15]=[CH:14][CH:13]=[C:12]([C:16]#[C:17][CH2:18][OH:19])[N:11]=2)[CH:4]=1.O[N:21]1[C:25](=[O:26])[C:24]2=[CH:27][CH:28]=[CH:29][CH:30]=[C:23]2[C:22]1=[O:31].C1(P(C2C=CC=CC=2)C2C=CC=CC=2)C=CC=CC=1.CC(OC(/N=N/C(OC(C)C)=O)=O)C, predict the reaction product. The product is: [CH3:1][O:2][C:3]1[CH:8]=[C:7]([CH3:9])[N:6]=[C:5]([C:10]2[CH:15]=[CH:14][CH:13]=[C:12]([C:16]#[C:17][CH2:18][O:19][N:21]3[C:25](=[O:26])[C:24]4[C:23](=[CH:30][CH:29]=[CH:28][CH:27]=4)[C:22]3=[O:31])[N:11]=2)[CH:4]=1. (5) Given the reactants Cl[C:2]1[CH:11]=[C:10]([C:12]([F:15])([F:14])[F:13])[C:5]([C:6]([O:8][CH3:9])=[O:7])=[CH:4][N:3]=1.[F:16][C:17]1[CH:22]=[C:21]([O:23][CH3:24])[CH:20]=[CH:19][C:18]=1B(O)O.C(=O)([O-])[O-].[Cs+].[Cs+], predict the reaction product. The product is: [F:16][C:17]1[CH:22]=[C:21]([O:23][CH3:24])[CH:20]=[CH:19][C:18]=1[C:2]1[N:3]=[CH:4][C:5]([C:6]([O:8][CH3:9])=[O:7])=[C:10]([C:12]([F:15])([F:14])[F:13])[CH:11]=1.